From a dataset of Catalyst prediction with 721,799 reactions and 888 catalyst types from USPTO. Predict which catalyst facilitates the given reaction. (1) Product: [Cl:11][C:12]1[CH:21]=[C:20]([CH:22]([NH:24][C:2]2[N:10]=[CH:9][N:8]=[C:7]3[C:3]=2[N:4]=[CH:5][NH:6]3)[CH3:23])[C:19]([N:25]2[CH2:26][CH2:27][C:28]([F:32])([F:31])[CH2:29][CH2:30]2)=[C:18]2[C:13]=1[CH:14]=[CH:15][CH:16]=[N:17]2. The catalyst class is: 8. Reactant: Br[C:2]1[N:10]=[CH:9][N:8]=[C:7]2[C:3]=1[N:4]=[CH:5][NH:6]2.[Cl:11][C:12]1[CH:21]=[C:20]([CH:22]([NH2:24])[CH3:23])[C:19]([N:25]2[CH2:30][CH2:29][C:28]([F:32])([F:31])[CH2:27][CH2:26]2)=[C:18]2[C:13]=1[CH:14]=[CH:15][CH:16]=[N:17]2.C(N(CC)C(C)C)(C)C. (2) Reactant: [CH3:1][C:2]1[C:6]([C:7](O)=[O:8])=[C:5]([CH3:10])[O:4][N:3]=1.[H-].[H-].[H-].[H-].[Li+].[Al+3].O.O.O.O.O.O.O.O.O.O.S([O-])([O-])(=O)=O.[Na+].[Na+]. Product: [CH3:1][C:2]1[C:6]([CH2:7][OH:8])=[C:5]([CH3:10])[O:4][N:3]=1. The catalyst class is: 1. (3) Reactant: O1CC[O:3][CH:2]1[C:6]1[CH:11]=[CH:10][C:9](OS(C(F)(F)F)(=O)=O)=[C:8]([O:20][CH3:21])[CH:7]=1.[CH2:22]([N:25]1[C:29](=[O:30])[CH2:28][CH2:27][C:26]1=[O:31])[C:23]#[CH:24].C1(P(C2C=CC=CC=2)CCCCP(C2C=CC=CC=2)C2C=CC=CC=2)C=CC=CC=1. Product: [O:31]=[C:26]1[CH2:27][CH2:28][C:29](=[O:30])[N:25]1[CH2:22][C:23]#[C:24][C:9]1[CH:10]=[CH:11][C:6]([CH:2]=[O:3])=[CH:7][C:8]=1[O:20][CH3:21]. The catalyst class is: 122. (4) Reactant: [F:1][C:2]1[C:7]([O:8]C)=[CH:6][CH:5]=[C:4]([F:10])[C:3]=1[C:11]#[N:12].B(Br)(Br)Br.O. Product: [F:1][C:2]1[C:7]([OH:8])=[CH:6][CH:5]=[C:4]([F:10])[C:3]=1[C:11]#[N:12]. The catalyst class is: 2. (5) Reactant: Cl[S:2]([N:5]=[C:6]=[O:7])(=[O:4])=[O:3].[C:8]([OH:12])([CH3:11])([CH3:10])[CH3:9].[CH3:13][O:14][C:15](=[O:39])[CH2:16][NH:17][C:18]1[CH:23]=[C:22]([O:24][C:25]2[CH:30]=[CH:29][CH:28]=[CH:27][CH:26]=2)[CH:21]=[CH:20][C:19]=1[O:31][CH2:32][C:33]1[CH:38]=[CH:37][CH:36]=[CH:35][CH:34]=1.C(N(CC)CC)C. Product: [CH3:13][O:14][C:15](=[O:39])[CH2:16][N:17]([S:2](=[O:4])(=[O:3])[NH:5][C:6]([O:12][C:8]([CH3:11])([CH3:10])[CH3:9])=[O:7])[C:18]1[CH:23]=[C:22]([O:24][C:25]2[CH:30]=[CH:29][CH:28]=[CH:27][CH:26]=2)[CH:21]=[CH:20][C:19]=1[O:31][CH2:32][C:33]1[CH:38]=[CH:37][CH:36]=[CH:35][CH:34]=1. The catalyst class is: 2. (6) Reactant: [Cl:1][C:2]1[CH:20]=[C:19]([F:21])[C:18]([N:22]2[C:27](=[O:28])[CH:26]=[C:25]([C:29]([F:32])([F:31])[F:30])[N:24]([CH3:33])[C:23]2=[O:34])=[CH:17][C:3]=1[O:4][C:5]1[CH:16]=[CH:15][CH:14]=[CH:13][C:6]=1[O:7][CH2:8][C:9]([O:11]C)=[O:10].Cl.O.C(OCC)(=O)C. Product: [Cl:1][C:2]1[CH:20]=[C:19]([F:21])[C:18]([N:22]2[C:27](=[O:28])[CH:26]=[C:25]([C:29]([F:30])([F:31])[F:32])[N:24]([CH3:33])[C:23]2=[O:34])=[CH:17][C:3]=1[O:4][C:5]1[CH:16]=[CH:15][CH:14]=[CH:13][C:6]=1[O:7][CH2:8][C:9]([OH:11])=[O:10]. The catalyst class is: 12. (7) Reactant: [CH2:1]([N:8]([C@@H:14]([CH2:17][CH2:18][OH:19])[CH2:15][OH:16])[C:9](=[O:13])[CH:10](Cl)[CH3:11])[C:2]1[CH:7]=[CH:6][CH:5]=[CH:4][CH:3]=1.CC(C)([O-])C.[K+]. Product: [CH2:1]([N:8]1[C@@H:14]([CH2:17][CH2:18][OH:19])[CH2:15][O:16][CH:10]([CH3:11])[C:9]1=[O:13])[C:2]1[CH:7]=[CH:6][CH:5]=[CH:4][CH:3]=1. The catalyst class is: 32. (8) Reactant: Cl[C:2]1[N:7]=[CH:6][C:5]([C:8]([N:10]2[CH2:15][CH2:14][CH:13]([C:16]3[CH:21]=[CH:20][C:19]([F:22])=[CH:18][CH:17]=3)[CH2:12][CH2:11]2)=[O:9])=[C:4]([NH:23][C:24]2[CH:29]=[CH:28][C:27]([F:30])=[CH:26][C:25]=2[CH3:31])[CH:3]=1.[SH2:32].[Na].[Cl-].[Na+]. The catalyst class is: 3. Product: [F:30][C:27]1[CH:28]=[CH:29][C:24]([NH:23][C:4]2[CH:3]=[C:2]([SH:32])[N:7]=[CH:6][C:5]=2[C:8]([N:10]2[CH2:15][CH2:14][CH:13]([C:16]3[CH:21]=[CH:20][C:19]([F:22])=[CH:18][CH:17]=3)[CH2:12][CH2:11]2)=[O:9])=[C:25]([CH3:31])[CH:26]=1. (9) Reactant: [Br:1][C:2]1[CH:3]=[C:4]2[C:8](=[CH:9][CH:10]=1)[NH:7][CH2:6][CH2:5]2.[C:11](O[C:11]([O:13][C:14]([CH3:17])([CH3:16])[CH3:15])=[O:12])([O:13][C:14]([CH3:17])([CH3:16])[CH3:15])=[O:12]. Product: [Br:1][C:2]1[CH:3]=[C:4]2[C:8](=[CH:9][CH:10]=1)[N:7]([C:11]([O:13][C:14]([CH3:17])([CH3:16])[CH3:15])=[O:12])[CH2:6][CH2:5]2. The catalyst class is: 20.